From a dataset of Full USPTO retrosynthesis dataset with 1.9M reactions from patents (1976-2016). Predict the reactants needed to synthesize the given product. Given the product [CH2:1]([N:3]1[CH2:8][C:7]([CH3:9])([CH3:10])[O:6][C:5](=[O:11])[CH:4]1[CH2:12][C:13]([NH:57][CH:50]([C:51]1[CH:56]=[CH:55][CH:54]=[CH:53][CH:52]=1)[CH3:49])=[O:15])[CH3:2], predict the reactants needed to synthesize it. The reactants are: [CH2:1]([N:3]1[CH2:8][C:7]([CH3:10])([CH3:9])[O:6][C:5](=[O:11])[CH:4]1[CH2:12][C:13]([OH:15])=O)[CH3:2].C(N(C(C)C)CC)(C)C.CN(C(ON1N=NC2C=CC=NC1=2)=[N+](C)C)C.F[P-](F)(F)(F)(F)F.[CH3:49][CH:50]([NH2:57])[C:51]1[CH:56]=[CH:55][CH:54]=[CH:53][CH:52]=1.